From a dataset of Full USPTO retrosynthesis dataset with 1.9M reactions from patents (1976-2016). Predict the reactants needed to synthesize the given product. (1) Given the product [F:23][C:20]1[CH:21]=[CH:22][C:17]([N:11]2[C:10]([CH2:24][CH2:25][CH2:26][CH2:27][C:28]([O:30][C:31]([CH3:34])([CH3:33])[CH3:32])=[O:29])=[CH:9][C:8]3[C:13](=[CH:14][CH:15]=[C:6]([C:4](=[N:2][OH:3])[NH2:5])[CH:7]=3)[C:12]2=[O:16])=[CH:18][CH:19]=1, predict the reactants needed to synthesize it. The reactants are: Cl.[NH2:2][OH:3].[C:4]([C:6]1[CH:7]=[C:8]2[C:13](=[CH:14][CH:15]=1)[C:12](=[O:16])[N:11]([C:17]1[CH:22]=[CH:21][C:20]([F:23])=[CH:19][CH:18]=1)[C:10]([CH2:24][CH2:25][CH2:26][CH2:27][C:28]([O:30][C:31]([CH3:34])([CH3:33])[CH3:32])=[O:29])=[CH:9]2)#[N:5].C([O-])([O-])=O.[K+].[K+]. (2) Given the product [O:29]1[C:33]2[CH:34]=[CH:35][C:36]([C:38]3([C:41]([NH:43][C:44]4[CH:49]=[CH:48][C:47]([CH2:55][C:54]5[C:53]([Cl:52])=[CH:60][CH:59]=[CH:58][C:57]=5[Cl:61])=[CH:46][N:45]=4)=[O:42])[CH2:40][CH2:39]3)=[CH:37][C:32]=2[O:31][CH2:30]1, predict the reactants needed to synthesize it. The reactants are: O1C2C=CC(C3(C(NC4C=CC(CC5C=CC=CC=5)=CN=4)=O)CC3)=CC=2OC1.[O:29]1[C:33]2[CH:34]=[CH:35][C:36]([C:38]3([C:41]([NH:43][C:44]4[CH:49]=[CH:48][C:47](Br)=[CH:46][N:45]=4)=[O:42])[CH2:40][CH2:39]3)=[CH:37][C:32]=2[O:31][CH2:30]1.[Cl-].[Cl:52][C:53]1[CH:60]=[CH:59][CH:58]=[C:57]([Cl:61])[C:54]=1[CH2:55][Zn+]. (3) The reactants are: [Br:1][C:2]1[CH:8]=[CH:7][C:5]([NH2:6])=[CH:4][CH:3]=1.[CH2:9]([O:11][CH:12]=[CH:13][C:14](Cl)=[O:15])[CH3:10]. Given the product [Br:1][C:2]1[CH:8]=[CH:7][C:5]([NH:6][C:14](=[O:15])[CH:13]=[CH:12][O:11][CH2:9][CH3:10])=[CH:4][CH:3]=1, predict the reactants needed to synthesize it. (4) Given the product [Cl:1][C:2]1[CH:10]=[C:9]2[C:5]([C:6]([C:11]([OH:16])=[O:28])=[CH:7][N:8]2[CH2:24][CH:25]2[CH2:27][CH2:26]2)=[CH:4][CH:3]=1, predict the reactants needed to synthesize it. The reactants are: [Cl:1][C:2]1[CH:10]=[C:9]2[C:5]([C:6]([C:11](=[O:16])C(F)(F)F)=[CH:7][NH:8]2)=[CH:4][CH:3]=1.C(=O)([O-])[O-].[K+].[K+].Br[CH2:24][CH:25]1[CH2:27][CH2:26]1.[OH-:28].[Na+]. (5) Given the product [CH3:1][C:2]1([C:5]2[O:9][N:8]=[C:7]([NH:10][C:20](=[O:28])[O:21][C:22]3[CH:27]=[CH:26][CH:25]=[CH:24][CH:23]=3)[CH:6]=2)[CH2:4][CH2:3]1, predict the reactants needed to synthesize it. The reactants are: [CH3:1][C:2]1([C:5]2[O:9][N:8]=[C:7]([NH2:10])[CH:6]=2)[CH2:4][CH2:3]1.C(C1C=C(N[C:20](=[O:28])[O:21][C:22]2[CH:27]=[CH:26][CH:25]=[CH:24][CH:23]=2)ON=1)(C)C. (6) The reactants are: [CH2:1]([C:3]1[CH:29]=[CH:28][C:6]([CH2:7][O:8][C:9]2[CH:14]=[CH:13][C:12]([CH:15]3[CH2:18][N:17](C(OC(C)(C)C)=O)[CH2:16]3)=[CH:11][C:10]=2[O:26][CH3:27])=[CH:5][CH:4]=1)[CH3:2].[CH3:30][S:31]([OH:34])(=[O:33])=[O:32].C(OCC)(=O)C. Given the product [CH3:30][S:31]([OH:34])(=[O:33])=[O:32].[CH2:1]([C:3]1[CH:4]=[CH:5][C:6]([CH2:7][O:8][C:9]2[CH:14]=[CH:13][C:12]([CH:15]3[CH2:18][NH:17][CH2:16]3)=[CH:11][C:10]=2[O:26][CH3:27])=[CH:28][CH:29]=1)[CH3:2], predict the reactants needed to synthesize it.